From a dataset of Reaction yield outcomes from USPTO patents with 853,638 reactions. Predict the reaction yield, written as a fraction of the theoretical maximum amount of product (1.0 means a 100% yield; for example, 0.34 means a 34% yield). (1) The reactants are Cl[C:2]1[C:7]([N+:8]([O-:10])=[O:9])=[CH:6][CH:5]=[C:4]([Cl:11])[N:3]=1.[NH2:12][C:13]1[CH:18]=[CH:17][CH:16]=[CH:15][CH:14]=1.CCN(C(C)C)C(C)C. The catalyst is O1CCOCC1. The product is [Cl:11][C:4]1[N:3]=[C:2]([NH:12][C:13]2[CH:18]=[CH:17][CH:16]=[CH:15][CH:14]=2)[C:7]([N+:8]([O-:10])=[O:9])=[CH:6][CH:5]=1. The yield is 0.617. (2) The reactants are C(OC(=O)[NH:10][CH2:11][CH2:12][CH2:13][N:14]1[C:18]2[N:19]=[C:20]([NH:23][C:24]3[CH:25]=[N:26][C:27]([N:30]4[CH2:35][CH2:34][O:33][CH2:32][CH2:31]4)=[CH:28][CH:29]=3)[N:21]=[CH:22][C:17]=2[CH:16]=[CH:15]1)C1C=CC=CC=1.C(OCC)(=O)C. The catalyst is C(O)C.[Pd]. The product is [NH2:10][CH2:11][CH2:12][CH2:13][N:14]1[C:18]2[N:19]=[C:20]([NH:23][C:24]3[CH:25]=[N:26][C:27]([N:30]4[CH2:35][CH2:34][O:33][CH2:32][CH2:31]4)=[CH:28][CH:29]=3)[N:21]=[CH:22][C:17]=2[CH:16]=[CH:15]1. The yield is 0.630. (3) The reactants are Cl[C:2]1[C:7]([C:8]([O:10][CH3:11])=[O:9])=[C:6]([NH:12][C:13]2[CH:14]=[C:15]([CH3:19])[CH:16]=[CH:17][CH:18]=2)[N:5]=[C:4]([N:20]2[CH2:25][CH2:24][N:23]([CH2:26][CH3:27])[CH2:22][CH2:21]2)[N:3]=1.O.[CH3:29][N:30](C=O)C. The catalyst is C1C=CC([P]([Pd]([P](C2C=CC=CC=2)(C2C=CC=CC=2)C2C=CC=CC=2)([P](C2C=CC=CC=2)(C2C=CC=CC=2)C2C=CC=CC=2)[P](C2C=CC=CC=2)(C2C=CC=CC=2)C2C=CC=CC=2)(C2C=CC=CC=2)C2C=CC=CC=2)=CC=1.[C-]#N.[Zn+2].[C-]#N. The product is [C:29]([C:2]1[C:7]([C:8]([O:10][CH3:11])=[O:9])=[C:6]([NH:12][C:13]2[CH:14]=[C:15]([CH3:19])[CH:16]=[CH:17][CH:18]=2)[N:5]=[C:4]([N:20]2[CH2:25][CH2:24][N:23]([CH2:26][CH3:27])[CH2:22][CH2:21]2)[N:3]=1)#[N:30]. The yield is 0.340. (4) The reactants are [C:1]([O:5][C:6]([N:8]1[CH2:11][C:10](=[CH:12][C:13]2[N:14]([CH3:29])[C:15]3[C:20]([N:21]=2)=[C:19]([N:22]2[CH2:27][CH2:26][O:25][CH2:24][CH2:23]2)[N:18]=[C:17](Cl)[N:16]=3)[CH2:9]1)=[O:7])([CH3:4])([CH3:3])[CH3:2].[CH3:30][C:31]1[NH:32][C:33]2[CH:39]=[CH:38][CH:37]=[CH:36][C:34]=2[N:35]=1.CC(C1C=C(C(C)C)C(C2C=CC=CC=2P(C2CCCCC2)C2CCCCC2)=C(C(C)C)C=1)C.C([O-])([O-])=O.[Cs+].[Cs+]. The catalyst is C1(C)C=CC=CC=1.C1C=CC(/C=C/C(/C=C/C2C=CC=CC=2)=O)=CC=1.C1C=CC(/C=C/C(/C=C/C2C=CC=CC=2)=O)=CC=1.C1C=CC(/C=C/C(/C=C/C2C=CC=CC=2)=O)=CC=1.[Pd].[Pd]. The product is [C:1]([O:5][C:6]([N:8]1[CH2:11][C:10](=[CH:12][C:13]2[N:14]([CH3:29])[C:15]3[C:20]([N:21]=2)=[C:19]([N:22]2[CH2:27][CH2:26][O:25][CH2:24][CH2:23]2)[N:18]=[C:17]([N:32]2[C:33]4[CH:39]=[CH:38][CH:37]=[CH:36][C:34]=4[N:35]=[C:31]2[CH3:30])[N:16]=3)[CH2:9]1)=[O:7])([CH3:4])([CH3:3])[CH3:2]. The yield is 0.640. (5) The reactants are [C:1]([O:5][C:6]([NH:8][C@@H:9]1[CH2:14][C@H:13]([NH:15][C:16]([O:18][C:19]([CH3:22])([CH3:21])[CH3:20])=[O:17])[CH2:12][N:11]([C:23]2[C:28](Cl)=[C:27]([N:30]3[CH2:35][C@@H:34]([NH:36][C:37]([O:39][C:40]([CH3:43])([CH3:42])[CH3:41])=[O:38])[CH2:33][C@@H:32]([NH:44][C:45]([O:47][C:48]([CH3:51])([CH3:50])[CH3:49])=[O:46])[CH2:31]3)[N:26]=[C:25]([NH:52][C:53]3[CH:58]=[CH:57][C:56]([NH2:59])=[CH:55][CH:54]=3)[C:24]=2Cl)[CH2:10]1)=[O:7])([CH3:4])([CH3:3])[CH3:2].C([O-])=O.[NH4+]. The catalyst is CO.[Pd]. The product is [C:1]([O:5][C:6]([NH:8][C@@H:9]1[CH2:14][C@H:13]([NH:15][C:16]([O:18][C:19]([CH3:20])([CH3:21])[CH3:22])=[O:17])[CH2:12][N:11]([C:23]2[CH:28]=[C:27]([N:30]3[CH2:31][C@@H:32]([NH:44][C:45]([O:47][C:48]([CH3:51])([CH3:50])[CH3:49])=[O:46])[CH2:33][C@@H:34]([NH:36][C:37]([O:39][C:40]([CH3:43])([CH3:42])[CH3:41])=[O:38])[CH2:35]3)[N:26]=[C:25]([NH:52][C:53]3[CH:58]=[CH:57][C:56]([NH2:59])=[CH:55][CH:54]=3)[CH:24]=2)[CH2:10]1)=[O:7])([CH3:2])([CH3:3])[CH3:4]. The yield is 0.470. (6) The reactants are [CH3:1][C:2]([CH3:7])([CH3:6])[CH2:3][CH:4]=O.[NH2:8][CH2:9][CH:10]1[CH2:13][N:12]([C:14]([O:16][C:17]([CH3:20])([CH3:19])[CH3:18])=[O:15])[CH2:11]1.[S-:21][C:22]#[N:23].[K+].II.S(S([O-])=O)([O-])(=O)=O.[Na+].[Na+]. The catalyst is C(#N)C. The product is [C:2]([C:3]1[S:21][C:22](=[NH:23])[N:8]([CH2:9][CH:10]2[CH2:13][N:12]([C:14]([O:16][C:17]([CH3:20])([CH3:19])[CH3:18])=[O:15])[CH2:11]2)[CH:4]=1)([CH3:7])([CH3:6])[CH3:1]. The yield is 0.720.